Task: Predict the reactants needed to synthesize the given product.. Dataset: Full USPTO retrosynthesis dataset with 1.9M reactions from patents (1976-2016) The reactants are: [C:1]([NH:8][C@H:9]([C:13]([OH:15])=O)[CH:10]([CH3:12])[CH3:11])([O:3][C:4]([CH3:7])([CH3:6])[CH3:5])=[O:2].C1C=CC2N(O)N=NC=2C=1.Cl.CN(C)CCCN=C=NCC.Cl.[CH2:39]([O:46][P:47]([CH2:56][C@H:57]([OH:60])[CH2:58][NH2:59])([CH2:49][CH:50]1[CH2:55][CH2:54][CH2:53][CH2:52][CH2:51]1)=[O:48])[C:40]1[CH:45]=[CH:44][CH:43]=[CH:42][CH:41]=1.C(N(CC)CC)C. Given the product [CH2:39]([O:46][P:47]([CH2:56][C@H:57]([OH:60])[CH2:58][NH:59][C:13](=[O:15])[C@@H:9]([NH:8][C:1]([O:3][C:4]([CH3:5])([CH3:6])[CH3:7])=[O:2])[CH:10]([CH3:11])[CH3:12])([CH2:49][CH:50]1[CH2:55][CH2:54][CH2:53][CH2:52][CH2:51]1)=[O:48])[C:40]1[CH:41]=[CH:42][CH:43]=[CH:44][CH:45]=1, predict the reactants needed to synthesize it.